From a dataset of Full USPTO retrosynthesis dataset with 1.9M reactions from patents (1976-2016). Predict the reactants needed to synthesize the given product. The reactants are: [C:1](#[N:3])C.[F:4][C:5]([F:20])([F:19])[C:6]([C:13]1[CH:18]=[CH:17][N:16]=[CH:15][CH:14]=1)([CH3:12])[O:7][Si:8]([CH3:11])([CH3:10])[CH3:9].C[Si](C#N)(C)C. Given the product [F:20][C:5]([F:19])([F:4])[C:6]([C:13]1[CH:18]=[CH:17][N:16]=[C:15]([C:1]#[N:3])[CH:14]=1)([CH3:12])[O:7][Si:8]([CH3:9])([CH3:10])[CH3:11], predict the reactants needed to synthesize it.